From a dataset of TCR-epitope binding with 47,182 pairs between 192 epitopes and 23,139 TCRs. Binary Classification. Given a T-cell receptor sequence (or CDR3 region) and an epitope sequence, predict whether binding occurs between them. (1) The epitope is KLPDDFTGCV. The TCR CDR3 sequence is CATRGGGSGETQYF. Result: 1 (the TCR binds to the epitope). (2) The epitope is YVFCTVNAL. The TCR CDR3 sequence is CASSLGLARSDTQYF. Result: 0 (the TCR does not bind to the epitope).